From a dataset of Full USPTO retrosynthesis dataset with 1.9M reactions from patents (1976-2016). Predict the reactants needed to synthesize the given product. (1) Given the product [CH2:25]([S:32]([CH2:1][CH:2]([CH2:13][CH2:14][C:15]([OH:17])=[O:16])[C:3]([OH:5])=[O:4])=[O:35])[C:26]1[CH:31]=[CH:30][CH:29]=[CH:28][CH:27]=1, predict the reactants needed to synthesize it. The reactants are: [CH2:1]=[C:2]([CH2:13][CH2:14][C:15]([O:17]CC1C=CC=CC=1)=[O:16])[C:3]([O:5]CC1C=CC=CC=1)=[O:4].[CH2:25]([SH:32])[C:26]1[CH:31]=[CH:30][CH:29]=[CH:28][CH:27]=1.CC(C)=[O:35]. (2) Given the product [C:24]([CH:22]([OH:23])[C:19]1[N:20]=[CH:21][C:16]([NH:15][C:13](=[O:14])[C@@H:12]([C:4]2[CH:5]=[CH:6][C:7]([S:8]([CH3:11])(=[O:9])=[O:10])=[C:2]([Cl:1])[CH:3]=2)[CH2:26][CH:27]2[CH2:31][CH2:30][CH2:29][CH2:28]2)=[N:17][CH:18]=1)(=[O:33])[NH2:25], predict the reactants needed to synthesize it. The reactants are: [Cl:1][C:2]1[CH:3]=[C:4]([C@@H:12]([CH2:26][CH:27]2[CH2:31][CH2:30][CH2:29][CH2:28]2)[C:13]([NH:15][C:16]2[CH:21]=[N:20][C:19]([CH:22]([C:24]#[N:25])[OH:23])=[CH:18][N:17]=2)=[O:14])[CH:5]=[CH:6][C:7]=1[S:8]([CH3:11])(=[O:10])=[O:9].C(=O)([O-])[O-:33].[K+].[K+].OO. (3) Given the product [Br:23][C:24]1[CH:25]=[C:26]2[C:31](=[CH:32][CH:33]=1)[N:30]=[C:29]([N:20]1[CH2:21][CH2:22][N:17]([CH2:16][C@@H:13]3[O:12][C:8]4=[C:9]5[C:4](=[CH:5][CH:6]=[C:7]4[O:15][CH2:14]3)[N:3]=[C:2]([CH3:1])[CH:11]=[CH:10]5)[CH2:18][CH2:19]1)[CH:28]=[CH:27]2, predict the reactants needed to synthesize it. The reactants are: [CH3:1][C:2]1[CH:11]=[CH:10][C:9]2[C:4](=[CH:5][CH:6]=[C:7]3[O:15][CH2:14][CH:13]([CH2:16][N:17]4[CH2:22][CH2:21][NH:20][CH2:19][CH2:18]4)[O:12][C:8]3=2)[N:3]=1.[Br:23][C:24]1[CH:25]=[C:26]2[C:31](=[CH:32][CH:33]=1)[N:30]=[C:29](Cl)[CH:28]=[CH:27]2.C(=O)(O)[O-].[Na+]. (4) Given the product [CH2:10]([N:17]1[CH2:8][CH2:7][P:3](=[O:9])([CH:4]([CH3:6])[CH3:5])[CH2:1][CH2:2]1)[C:11]1[CH:16]=[CH:15][CH:14]=[CH:13][CH:12]=1, predict the reactants needed to synthesize it. The reactants are: [CH:1]([P:3](=[O:9])([CH:7]=[CH2:8])[CH:4]([CH3:6])[CH3:5])=[CH2:2].[CH2:10]([NH2:17])[C:11]1[CH:16]=[CH:15][CH:14]=[CH:13][CH:12]=1.